This data is from TCR-epitope binding with 47,182 pairs between 192 epitopes and 23,139 TCRs. The task is: Binary Classification. Given a T-cell receptor sequence (or CDR3 region) and an epitope sequence, predict whether binding occurs between them. (1) The epitope is VLWAHGFEL. The TCR CDR3 sequence is CASSLGDTQYF. Result: 1 (the TCR binds to the epitope). (2) The epitope is RLRAEAQVK. The TCR CDR3 sequence is CASRPTTGTGYEQYF. Result: 0 (the TCR does not bind to the epitope). (3) The epitope is ITEEVGHTDLMAAY. The TCR CDR3 sequence is CASSLVVDGEYNEQFF. Result: 1 (the TCR binds to the epitope). (4) The epitope is FLNGSCGSV. The TCR CDR3 sequence is CASSRTGPTEAFF. Result: 1 (the TCR binds to the epitope). (5) The epitope is FLNGSCGSV. The TCR CDR3 sequence is CASSSRRTGGDYGYTF. Result: 1 (the TCR binds to the epitope).